The task is: Predict the reactants needed to synthesize the given product.. This data is from Full USPTO retrosynthesis dataset with 1.9M reactions from patents (1976-2016). (1) The reactants are: [Br:1][C:2]1[CH:7]=[CH:6][C:5]([CH2:8][C:9]([C:11]2[CH:12]=[N:13][CH:14]=[CH:15][CH:16]=2)=O)=[CH:4][CH:3]=1.Cl.[NH2:18][OH:19].C(=O)(O)[O-].[Na+]. Given the product [Br:1][C:2]1[CH:7]=[CH:6][C:5]([CH2:8][C:9]([C:11]2[CH:12]=[N:13][CH:14]=[CH:15][CH:16]=2)=[N:18][OH:19])=[CH:4][CH:3]=1, predict the reactants needed to synthesize it. (2) Given the product [NH2:38][C:4]1[C:5]([C:20]#[N:21])=[C:6]([C:10]2[CH:19]=[CH:18][C:13]3[O:14][CH2:15][CH2:16][O:17][C:12]=3[CH:11]=2)[C:7]([C:8]#[N:9])=[C:2]([NH:1][CH2:35][C:31]2[CH:30]=[N:29][CH:34]=[CH:33][CH:32]=2)[N:3]=1, predict the reactants needed to synthesize it. The reactants are: [NH2:1][C:2]1[C:7]([C:8]#[N:9])=[C:6]([C:10]2[CH:19]=[CH:18][C:13]3[O:14][CH2:15][CH2:16][O:17][C:12]=3[CH:11]=2)[C:5]([C:20]#[N:21])=[C:4](SC2C=CC=CC=2)[N:3]=1.[N:29]1[CH:34]=[CH:33][CH:32]=[C:31]([CH2:35]N)[CH:30]=1.C[N:38](C=O)C. (3) Given the product [CH2:4]([C:5]([CH2:19][OH:31])([CH2:9][OH:13])[CH2:6][CH3:7])[OH:8], predict the reactants needed to synthesize it. The reactants are: C(N1[CH2:7][CH2:6][CH2:5][C:4]1=[O:8])=C.[C:9](OCCNC)(=[O:13])C(C)=C.[C:19](OCC(CO)O)(=[O:31])CCCCCCCCCCC.Cl.Cl.N(C(C(=N)N)(C)C)=NC(C(=N)N)(C)C.CCC.CCCC. (4) Given the product [F:21][C:20]([F:23])([F:22])[S:17]([O:7][CH2:6][C:5]([F:9])([F:8])[C:2]([F:10])([F:1])[CH2:3][O:4][S:17]([C:20]([F:21])([F:22])[F:23])(=[O:18])=[O:19])(=[O:19])=[O:18], predict the reactants needed to synthesize it. The reactants are: [F:1][C:2]([F:10])([C:5]([F:9])([F:8])[CH2:6][OH:7])[CH2:3][OH:4].N1C=CC=CC=1.[S:17](O[S:17]([C:20]([F:23])([F:22])[F:21])(=[O:19])=[O:18])([C:20]([F:23])([F:22])[F:21])(=[O:19])=[O:18]. (5) Given the product [O:1]1[C:5]2[CH:6]=[CH:7][C:8]([CH:10]=[C:11]3[S:15][C:14](=[N:33][C:32]#[N:31])[NH:13][C:12]3=[O:18])=[CH:9][C:4]=2[O:3][CH2:2]1, predict the reactants needed to synthesize it. The reactants are: [O:1]1[C:5]2[CH:6]=[CH:7][C:8]([CH:10]=[C:11]3[S:15][C:14](SC)=[N:13][C:12]3=[O:18])=[CH:9][C:4]=2[O:3][CH2:2]1.CC(C)([O-])C.[K+].CCCCCC.[N:31]#[C:32][NH2:33].[OH-].[K+].[K]. (6) Given the product [OH:1][CH:2]([C:6]([CH2:11][C:12]([OH:14])=[O:13])([C:8]([OH:10])=[O:9])[OH:7])[C:3]([OH:5])=[O:4], predict the reactants needed to synthesize it. The reactants are: [OH:1][CH:2]([C:6]([CH2:11][C:12]([OH:14])=[O:13])([C:8]([OH:10])=[O:9])[OH:7])[C:3]([OH:5])=[O:4].[K].[Ca].